The task is: Predict the reaction yield, written as a fraction of the theoretical maximum amount of product (1.0 means a 100% yield; for example, 0.34 means a 34% yield).. This data is from Reaction yield outcomes from USPTO patents with 853,638 reactions. The reactants are Cl[C:2]1[CH:3]=[C:4]([CH:18]=[C:19]([N:21]2[CH2:26][CH2:25][CH2:24][CH2:23][CH2:22]2)[N:20]=1)[C:5]([NH:7][CH2:8][C:9]1[C:10](=[O:17])[NH:11][C:12]([CH3:16])=[CH:13][C:14]=1[CH3:15])=[O:6].B(O)O.[C:30]([O-:33])([O-])=O.[Na+].[Na+].O1[CH2:41][CH2:40]OCC1.O. The catalyst is C1C=CC([P]([Pd]([P](C2C=CC=CC=2)(C2C=CC=CC=2)C2C=CC=CC=2)([P](C2C=CC=CC=2)(C2C=CC=CC=2)C2C=CC=CC=2)[P](C2C=CC=CC=2)(C2C=CC=CC=2)C2C=CC=CC=2)(C2C=CC=CC=2)C2C=CC=CC=2)=CC=1. The yield is 0.710. The product is [CH3:15][C:14]1[CH:13]=[C:12]([CH3:16])[NH:11][C:10](=[O:17])[C:9]=1[CH2:8][NH:7][C:5](=[O:6])[C:4]1[CH:18]=[C:19]([N:21]2[CH2:26][CH2:25][CH2:24][CH2:23][CH2:22]2)[N:20]=[C:2]([C:41]2[CH:40]=[CH:5][C:4]([CH:30]=[O:33])=[CH:3][CH:2]=2)[CH:3]=1.